From a dataset of Full USPTO retrosynthesis dataset with 1.9M reactions from patents (1976-2016). Predict the reactants needed to synthesize the given product. The reactants are: C([O:3][C:4](=[O:40])[C:5]([O:8][C:9]1[CH:14]=[CH:13][C:12]([O:15][CH2:16][CH2:17][C:18]2[N:19]=[C:20]([C:24]3[CH:29]=[CH:28][C:27]([C:30]4[CH:35]=[CH:34][C:33]([C:36]([F:39])([F:38])[F:37])=[CH:32][CH:31]=4)=[CH:26][CH:25]=3)[O:21][C:22]=2[CH3:23])=[CH:11][CH:10]=1)([CH3:7])[CH3:6])C.[OH-].[Li+].C(O)C.Cl. Given the product [F:39][C:36]([F:37])([F:38])[C:33]1[CH:34]=[CH:35][C:30]([C:27]2[CH:26]=[CH:25][C:24]([C:20]3[O:21][C:22]([CH3:23])=[C:18]([CH2:17][CH2:16][O:15][C:12]4[CH:11]=[CH:10][C:9]([O:8][C:5]([CH3:6])([CH3:7])[C:4]([OH:40])=[O:3])=[CH:14][CH:13]=4)[N:19]=3)=[CH:29][CH:28]=2)=[CH:31][CH:32]=1, predict the reactants needed to synthesize it.